From a dataset of Full USPTO retrosynthesis dataset with 1.9M reactions from patents (1976-2016). Predict the reactants needed to synthesize the given product. (1) Given the product [CH3:1][NH:2][C:3]([NH:12][N:11]([CH3:10])[C:13]1[C:18]([Cl:19])=[CH:17][C:16]([C:20]([F:22])([F:21])[F:23])=[CH:15][N:14]=1)=[CH:4][N+:5]([O-:7])=[O:6], predict the reactants needed to synthesize it. The reactants are: [CH3:1][NH:2][C:3](SC)=[CH:4][N+:5]([O-:7])=[O:6].[CH3:10][N:11]([C:13]1[C:18]([Cl:19])=[CH:17][C:16]([C:20]([F:23])([F:22])[F:21])=[CH:15][N:14]=1)[NH2:12]. (2) Given the product [C:11]1([CH3:10])[CH:37]=[C:36]([CH3:38])[CH:35]=[C:34]([CH3:39])[C:12]=1[NH:13][CH2:14][C:15]1[CH:24]=[CH:23][C:22]2[C:17](=[CH:18][CH:19]=[CH:20][CH:21]=2)[C:16]=1[C:2]1[N:7]=[C:6]([CH:8]=[O:9])[CH:5]=[CH:4][CH:3]=1, predict the reactants needed to synthesize it. The reactants are: Br[C:2]1[N:7]=[C:6]([CH:8]=[O:9])[CH:5]=[CH:4][CH:3]=1.[CH3:10][C:11]1[CH:37]=[C:36]([CH3:38])[CH:35]=[C:34]([CH3:39])[C:12]=1[NH:13][CH2:14][C:15]1[CH:24]=[CH:23][C:22]2[C:17](=[CH:18][CH:19]=[CH:20][CH:21]=2)[C:16]=1B1OC(C)(C)C(C)(C)O1.ClCCl.C(OCC)(=O)C. (3) The reactants are: CC1(C)C(C)(C)OB([C:9]2[CH:10]=[CH:11][C:12]3[C:13]4[CH:21]=[N:20][N:19](C(=O)C)[C:14]=4[N:15]=[CH:16][C:17]=3[CH:18]=2)O1.Br[C:27]1[C:28]([Cl:41])=[C:29]([NH:34][S:35]([CH2:38][CH2:39][CH3:40])(=[O:37])=[O:36])[CH:30]=[CH:31][C:32]=1[F:33].C([O-])([O-])=O.[Na+].[Na+]. Given the product [Cl:41][C:28]1[C:27]([C:9]2[CH:10]=[CH:11][C:12]3[C:13]4[CH:21]=[N:20][NH:19][C:14]=4[N:15]=[CH:16][C:17]=3[CH:18]=2)=[C:32]([F:33])[CH:31]=[CH:30][C:29]=1[NH:34][S:35]([CH2:38][CH2:39][CH3:40])(=[O:37])=[O:36], predict the reactants needed to synthesize it. (4) Given the product [C:17]([O:16][C:14]([N:10]1[CH2:11][CH2:12][S:13][CH:8]([C:5]2[CH:4]=[CH:3][C:2]([Br:1])=[CH:7][CH:6]=2)[CH2:9]1)=[O:15])([CH3:20])([CH3:19])[CH3:18], predict the reactants needed to synthesize it. The reactants are: [Br:1][C:2]1[CH:7]=[CH:6][C:5]([CH:8]2[S:13][CH2:12][CH2:11][NH:10][CH2:9]2)=[CH:4][CH:3]=1.[C:14](O[C:14]([O:16][C:17]([CH3:20])([CH3:19])[CH3:18])=[O:15])([O:16][C:17]([CH3:20])([CH3:19])[CH3:18])=[O:15]. (5) Given the product [OH:96][CH2:97][C:52]1([OH:88])[C:53]2=[N:54][C:55]([C:75]3[S:79][C:78]([C:80]4[CH:81]=[N:82][CH:83]=[CH:84][CH:85]=4)=[N:77][C:76]=3[CH3:86])=[CH:56][CH:47]=[C:48]2[O:57][CH2:50][CH2:51]1, predict the reactants needed to synthesize it. The reactants are: CC[C@H]1[C@H]2C[C@H]([C@H](OC3C4C(=CC=CC=4)C(O[C@H]([C:47]4[CH:56]=[CH:55][N:54]=[C:53]5[C:48]=4C=[C:50]([O:57]C)[CH:51]=[CH:52]5)[C@@H]4N5C[C@H](CC)[C@@H](CC5)C4)=NN=3)[C:47]3[CH:56]=[CH:55][N:54]=[C:53]4[C:48]=3C=[C:50]([O:57]C)[CH:51]=[CH:52]4)N(CC2)C1.CS(N)(=O)=O.C=C1C2=NC([C:75]3[S:79][C:78]([C:80]4[CH:81]=[N:82][CH:83]=[CH:84][CH:85]=4)=[N:77][C:76]=3[CH3:86])=CC=C2OCC1.S([O-])([O-])=[O:88].[Na+].[Na+].C1[CH2:97][O:96]CC1. (6) Given the product [C:38]([N:4]1[CH2:5][CH2:6][CH:7]([NH:8][C:9](=[O:28])[CH2:10][C@@H:11]2[C:16](=[O:17])[NH:15][CH:14]=[CH:13][N:12]2[S:18]([C:21]2[CH:22]=[CH:23][C:24]([CH3:25])=[CH:26][CH:27]=2)(=[O:20])=[O:19])[C:2]([CH3:29])([CH3:1])[CH2:3]1)(=[O:39])[CH3:37], predict the reactants needed to synthesize it. The reactants are: [CH3:1][C:2]1([CH3:29])[CH:7]([NH:8][C:9](=[O:28])[CH2:10][C@@H:11]2[C:16](=[O:17])[NH:15][CH:14]=[CH:13][N:12]2[S:18]([C:21]2[CH:27]=[CH:26][C:24]([CH3:25])=[CH:23][CH:22]=2)(=[O:20])=[O:19])[CH2:6][CH2:5][NH:4][CH2:3]1.C(N(CC)CC)C.[CH3:37][CH2:38][O:39]C(C)=O. (7) Given the product [Cl:19][C:20]1[CH:25]=[C:24]([B:9]2[O:10][C:11]([CH3:16])([CH3:17])[C:12]([CH3:14])([CH3:15])[O:13]2)[CH:23]=[C:22]([Cl:26])[C:21]=1[C:27]1[C:28](=[O:34])[CH2:29][CH2:30][C:31]=1[O:32][CH3:33], predict the reactants needed to synthesize it. The reactants are: [CH3:16][C:11]1([CH3:17])[C:12]([CH3:15])([CH3:14])[O:13][B:9]([B:9]2[O:13][C:12]([CH3:15])([CH3:14])[C:11]([CH3:17])([CH3:16])[O:10]2)[O:10]1.[Cl:19][C:20]1[CH:25]=[CH:24][CH:23]=[C:22]([Cl:26])[C:21]=1[C:27]1[C:28](=[O:34])[CH2:29][CH2:30][C:31]=1[O:32][CH3:33]. (8) Given the product [Br:1][C:2]1[CH:3]=[C:4]([CH:17]=[CH:18][CH:19]=1)[O:5][CH2:6][C:7]1[CH:16]=[CH:15][C:10]([C:11]([OH:13])=[O:12])=[CH:9][CH:8]=1, predict the reactants needed to synthesize it. The reactants are: [Br:1][C:2]1[CH:3]=[C:4]([CH:17]=[CH:18][CH:19]=1)[O:5][CH2:6][C:7]1[CH:16]=[CH:15][C:10]([C:11]([O:13]C)=[O:12])=[CH:9][CH:8]=1.O.[OH-].[Li+].